From a dataset of Forward reaction prediction with 1.9M reactions from USPTO patents (1976-2016). Predict the product of the given reaction. (1) Given the reactants [CH:1]1([C:4]2[C:5]([N:23]3[CH2:28][CH2:27][N:26]([C:29]([O:31][C:32]([CH3:35])([CH3:34])[CH3:33])=[O:30])[CH2:25][CH2:24]3)=[C:6]3[C:12](I)=[N:11][N:10]([CH2:14][C:15]4[CH:20]=[CH:19][C:18]([O:21][CH3:22])=[CH:17][CH:16]=4)[C:7]3=[N:8][CH:9]=2)[CH2:3][CH2:2]1.[F-].[K+].N1C2C(=CC=C3C=2N=CC=C3)C=CC=1.[CH3:52][OH:53], predict the reaction product. The product is: [CH:1]1([C:4]2[C:5]([N:23]3[CH2:28][CH2:27][N:26]([C:29]([O:31][C:32]([CH3:35])([CH3:34])[CH3:33])=[O:30])[CH2:25][CH2:24]3)=[C:6]3[C:12]([O:53][CH3:52])=[N:11][N:10]([CH2:14][C:15]4[CH:20]=[CH:19][C:18]([O:21][CH3:22])=[CH:17][CH:16]=4)[C:7]3=[N:8][CH:9]=2)[CH2:3][CH2:2]1. (2) The product is: [CH3:16][C:17]1([CH3:23])[CH2:21][N:20]([C:2]2[N:3]=[N:4][C:5]([C:8]#[C:9][C:10]3[CH:15]=[CH:14][CH:13]=[CH:12][CH:11]=3)=[CH:6][CH:7]=2)[C:19](=[O:22])[CH2:18]1. Given the reactants Cl[C:2]1[N:3]=[N:4][C:5]([C:8]#[C:9][C:10]2[CH:15]=[CH:14][CH:13]=[CH:12][CH:11]=2)=[CH:6][CH:7]=1.[CH3:16][C:17]1([CH3:23])[CH2:21][NH:20][C:19](=[O:22])[CH2:18]1.C(=O)([O-])[O-].[Cs+].[Cs+].C(OCC)(=O)C, predict the reaction product. (3) Given the reactants [CH3:1][C:2]1[C:3]([N+:12]([O-])=O)=[C:4]2[C:8](=[CH:9][CH:10]=1)[C:7](=[O:11])[NH:6][CH2:5]2, predict the reaction product. The product is: [NH2:12][C:3]1[C:2]([CH3:1])=[CH:10][CH:9]=[C:8]2[C:4]=1[CH2:5][NH:6][C:7]2=[O:11]. (4) The product is: [C:1]([O:5][C:6]([N:8]1[CH2:13][CH2:12][CH:11]([O:14][CH3:15])[CH:10]([CH2:16][NH2:17])[CH2:9]1)=[O:7])([CH3:4])([CH3:3])[CH3:2]. Given the reactants [C:1]([O:5][C:6]([N:8]1[CH2:13][CH2:12][CH:11]([O:14][CH3:15])[CH:10]([CH2:16][N:17]=[N+]=[N-])[CH2:9]1)=[O:7])([CH3:4])([CH3:3])[CH3:2].[H][H], predict the reaction product. (5) Given the reactants [OH:1][CH2:2][CH2:3][N:4](C)[C:5](=O)OC(C)(C)C.C(OCC)(=O)C.N1C=CC=CC=1.[C:25]([Cl:32])(=[O:31])[O:26][CH2:27][CH2:28][O:29][CH3:30], predict the reaction product. The product is: [ClH:32].[C:25](=[O:31])([O:1][CH2:2][CH2:3][NH:4][CH3:5])[O:26][CH2:27][CH2:28][O:29][CH3:30]. (6) Given the reactants [Cl:1][C:2]1[CH:3]=[C:4]([N:10]2[CH:22]([CH:23]3[CH2:27][CH2:26][CH2:25][CH2:24]3)[CH:21]3[C:12]([C:13]4[CH:14]=[CH:15][C:16]([C:28](O)=[O:29])=[N:17][C:18]=4[CH2:19][CH2:20]3)=[N:11]2)[CH:5]=[CH:6][C:7]=1[C:8]#[N:9].[CH2:31]([CH2:33][NH2:34])[OH:32].CCN(C(C)C)C(C)C.CN(C(ON1N=NC2C=CC=NC1=2)=[N+](C)C)C.F[P-](F)(F)(F)(F)F, predict the reaction product. The product is: [Cl:1][C:2]1[CH:3]=[C:4]([N:10]2[CH:22]([CH:23]3[CH2:24][CH2:25][CH2:26][CH2:27]3)[CH:21]3[C:12]([C:13]4[CH:14]=[CH:15][C:16]([C:28]([NH:34][CH2:33][CH2:31][OH:32])=[O:29])=[N:17][C:18]=4[CH2:19][CH2:20]3)=[N:11]2)[CH:5]=[CH:6][C:7]=1[C:8]#[N:9]. (7) Given the reactants [O:1]1[CH:5]=[CH:4][C:3]([O:6][CH2:7][C@@H:8]2[O:12][C:11](=[O:13])[N:10]([C:14]3[CH:15]=[CH:16][C:17]4[C:23](=[O:24])[CH2:22][CH2:21][CH2:20][CH2:19][C:18]=4[CH:25]=3)[CH2:9]2)=[N:2]1.[BH4-].[Na+], predict the reaction product. The product is: [OH:24][CH:23]1[C:17]2[CH:16]=[CH:15][C:14]([N:10]3[CH2:9][C@H:8]([CH2:7][O:6][C:3]4[CH:4]=[CH:5][O:1][N:2]=4)[O:12][C:11]3=[O:13])=[CH:25][C:18]=2[CH2:19][CH2:20][CH2:21][CH2:22]1. (8) Given the reactants [ClH:1].Br[C:3]1[CH:4]=[CH:5][CH:6]=[C:7]2[C:11]=1[C:10](=[O:12])[N:9]([C:13]1[CH:18]=[CH:17][C:16]([O:19][CH3:20])=[C:15]([O:21][CH2:22][CH2:23][N:24]3[CH2:29][CH2:28][CH:27]([CH3:30])[CH2:26][CH2:25]3)[CH:14]=1)[CH2:8]2.[C:31]([Cu])#[N:32], predict the reaction product. The product is: [ClH:1].[C:31]([C:3]1[CH:4]=[CH:5][CH:6]=[C:7]2[C:11]=1[C:10](=[O:12])[N:9]([C:13]1[CH:18]=[CH:17][C:16]([O:19][CH3:20])=[C:15]([O:21][CH2:22][CH2:23][N:24]3[CH2:25][CH2:26][CH:27]([CH3:30])[CH2:28][CH2:29]3)[CH:14]=1)[CH2:8]2)#[N:32]. (9) Given the reactants [NH2:1][C:2]1[CH:36]=[CH:35][CH:34]=[CH:33][C:3]=1[CH2:4][C:5]1[CH:10]=[CH:9][C:8]([N:11]2[S:15](=[O:17])(=[O:16])[N:14]([CH2:18][CH2:19][Si:20]([CH3:23])([CH3:22])[CH3:21])[C:13](=[O:24])[CH2:12]2)=[C:7]([O:25][CH2:26][C:27]2[CH:32]=[CH:31][CH:30]=[CH:29][CH:28]=2)[CH:6]=1.[C:37]1([CH2:43][S:44](Cl)(=[O:46])=[O:45])[CH:42]=[CH:41][CH:40]=[CH:39][CH:38]=1.Cl, predict the reaction product. The product is: [CH2:26]([O:25][C:7]1[CH:6]=[C:5]([CH:10]=[CH:9][C:8]=1[N:11]1[CH2:12][C:13](=[O:24])[N:14]([CH2:18][CH2:19][Si:20]([CH3:21])([CH3:22])[CH3:23])[S:15]1(=[O:16])=[O:17])[CH2:4][C:3]1[CH:33]=[CH:34][CH:35]=[CH:36][C:2]=1[NH:1][S:44]([CH2:43][C:37]1[CH:42]=[CH:41][CH:40]=[CH:39][CH:38]=1)(=[O:46])=[O:45])[C:27]1[CH:32]=[CH:31][CH:30]=[CH:29][CH:28]=1.